This data is from NCI-60 drug combinations with 297,098 pairs across 59 cell lines. The task is: Regression. Given two drug SMILES strings and cell line genomic features, predict the synergy score measuring deviation from expected non-interaction effect. (1) Drug 1: C1=CC(=C2C(=C1NCCNCCO)C(=O)C3=C(C=CC(=C3C2=O)O)O)NCCNCCO. Drug 2: CC1=C(C(=O)C2=C(C1=O)N3CC4C(C3(C2COC(=O)N)OC)N4)N. Cell line: SF-295. Synergy scores: CSS=83.1, Synergy_ZIP=4.81, Synergy_Bliss=4.49, Synergy_Loewe=5.55, Synergy_HSA=10.1. (2) Drug 1: CC1C(C(CC(O1)OC2CC(CC3=C2C(=C4C(=C3O)C(=O)C5=C(C4=O)C(=CC=C5)OC)O)(C(=O)C)O)N)O.Cl. Drug 2: CCN(CC)CCCC(C)NC1=C2C=C(C=CC2=NC3=C1C=CC(=C3)Cl)OC. Cell line: SF-539. Synergy scores: CSS=33.7, Synergy_ZIP=-9.61, Synergy_Bliss=-1.89, Synergy_Loewe=-7.78, Synergy_HSA=0.0367.